From a dataset of Forward reaction prediction with 1.9M reactions from USPTO patents (1976-2016). Predict the product of the given reaction. (1) Given the reactants [CH2:1]([O:3][C:4](=[O:25])[CH2:5][C:6]1[CH:11]=[CH:10][C:9]([O:12][CH3:13])=[C:8]([S:14][Si](C(C)C)(C(C)C)C(C)C)[CH:7]=1)[CH3:2].[F-].C([N+](CCCC)(CCCC)CCCC)CCC.Cl[CH2:45][C:46](=[O:48])[CH3:47], predict the reaction product. The product is: [CH2:1]([O:3][C:4](=[O:25])[CH2:5][C:6]1[CH:11]=[CH:10][C:9]([O:12][CH3:13])=[C:8]([S:14][CH2:45][C:46](=[O:48])[CH3:47])[CH:7]=1)[CH3:2]. (2) Given the reactants Cl[C:2]1[N:7]2[N:8]=[CH:9][C:10]([C:11]([O:13][CH2:14][CH3:15])=[O:12])=[C:6]2[N:5]=[CH:4][C:3]=1[C:16]([O:18][CH3:19])=[O:17].[Cl:20][C:21]1[CH:27]=[CH:26][C:25]([CH3:28])=[CH:24][C:22]=1[NH2:23], predict the reaction product. The product is: [Cl:20][C:21]1[CH:27]=[CH:26][C:25]([CH3:28])=[CH:24][C:22]=1[NH:23][C:2]1[N:7]2[N:8]=[CH:9][C:10]([C:11]([O:13][CH2:14][CH3:15])=[O:12])=[C:6]2[N:5]=[CH:4][C:3]=1[C:16]([O:18][CH3:19])=[O:17]. (3) Given the reactants [CH3:1][N:2]1[CH:6]=[C:5]([NH2:7])[CH:4]=[N:3]1.C(OC([NH:15][C:16]1[S:20][C:19]([C:21]2[C:26]([F:27])=[CH:25][CH:24]=[CH:23][C:22]=2[F:28])=[N:18][C:17]=1[C:29](O)=[O:30])=O)(C)(C)C.CN(C(ON1N=NC2C=CC=NC1=2)=[N+](C)C)C.F[P-](F)(F)(F)(F)F, predict the reaction product. The product is: [NH2:15][C:16]1[S:20][C:19]([C:21]2[C:26]([F:27])=[CH:25][CH:24]=[CH:23][C:22]=2[F:28])=[N:18][C:17]=1[C:29]([NH:7][C:5]1[CH:4]=[N:3][N:2]([CH3:1])[CH:6]=1)=[O:30]. (4) Given the reactants [NH2:1][C:2]1[C:11]2[C:6](=[N:7][C:8]([C:19]3[CH:24]=[CH:23][C:22]([Cl:25])=[CH:21][C:20]=3[Cl:26])=[C:9]([C:12]3[CH:17]=[CH:16][C:15]([Cl:18])=[CH:14][CH:13]=3)[CH:10]=2)[N:5]([CH3:27])[C:4](=[O:28])[C:3]=1[C:29]#[N:30].[C:31](Cl)(=[O:33])[CH3:32].C(N([CH2:40][CH3:41])CC)C.CN(C=[O:46])C, predict the reaction product. The product is: [C:31]([N:1]([C:2]1[C:11]2[C:6](=[N:7][C:8]([C:19]3[CH:24]=[CH:23][C:22]([Cl:25])=[CH:21][C:20]=3[Cl:26])=[C:9]([C:12]3[CH:13]=[CH:14][C:15]([Cl:18])=[CH:16][CH:17]=3)[CH:10]=2)[N:5]([CH3:27])[C:4](=[O:28])[C:3]=1[C:29]#[N:30])[C:40](=[O:46])[CH3:41])(=[O:33])[CH3:32].